This data is from Reaction yield outcomes from USPTO patents with 853,638 reactions. The task is: Predict the reaction yield, written as a fraction of the theoretical maximum amount of product (1.0 means a 100% yield; for example, 0.34 means a 34% yield). (1) The reactants are [C:1]([C:3]1[N:7]2[C:8]3[C:13]([N:14]=[C:15]([NH:16][CH2:17][CH2:18][CH2:19][O:20][CH:21]4[CH2:26][CH2:25][CH2:24][CH2:23][O:22]4)[C:6]2=[N:5][CH:4]=1)=[CH:12][C:11]([C:27]([F:30])([F:29])[F:28])=[CH:10][CH:9]=3)#[CH:2].C1(P(C2C=CC=CC=2)C2C=CC=CC=2)C=CC=CC=1.[N:50]1([C:56](Cl)=[O:57])[CH2:55][CH2:54][O:53][CH2:52][CH2:51]1. The catalyst is C(N(CC)CC)C.[Cu](I)I. The product is [N:50]1([C:56](=[O:57])[C:2]#[C:1][C:3]2[N:7]3[C:8]4[C:13]([N:14]=[C:15]([NH:16][CH2:17][CH2:18][CH2:19][O:20][CH:21]5[CH2:26][CH2:25][CH2:24][CH2:23][O:22]5)[C:6]3=[N:5][CH:4]=2)=[CH:12][C:11]([C:27]([F:28])([F:29])[F:30])=[CH:10][CH:9]=4)[CH2:55][CH2:54][O:53][CH2:52][CH2:51]1. The yield is 0.300. (2) The reactants are [CH:1]([NH:4][C:5](=[O:45])[CH2:6][N:7]1[C:16](=[O:17])[C:15]2[C:10](=[CH:11][CH:12]=[C:13]([N:18](CC3C=CC(OC)=CC=3)[CH2:19][CH2:20][CH2:21][N:22]3[CH2:27][CH2:26][CH2:25][CH2:24][CH2:23]3)[CH:14]=2)[N:9]=[C:8]1[C:37]1[CH:42]=[CH:41][CH:40]=[C:39]([O:43][CH3:44])[CH:38]=1)([CH3:3])[CH3:2]. The catalyst is C(O)C.[Pd]. The product is [CH:1]([NH:4][C:5](=[O:45])[CH2:6][N:7]1[C:16](=[O:17])[C:15]2[C:10](=[CH:11][CH:12]=[C:13]([NH:18][CH2:19][CH2:20][CH2:21][N:22]3[CH2:23][CH2:24][CH2:25][CH2:26][CH2:27]3)[CH:14]=2)[N:9]=[C:8]1[C:37]1[CH:42]=[CH:41][CH:40]=[C:39]([O:43][CH3:44])[CH:38]=1)([CH3:2])[CH3:3]. The yield is 0.240. (3) The reactants are C([O:8][C:9](=[O:23])[CH2:10][N:11]([CH2:13][CH2:14][NH:15][C:16]([O:18][C:19]([CH3:22])([CH3:21])[CH3:20])=[O:17])[CH3:12])C1C=CC=CC=1. The catalyst is CO.[C].[Pd]. The product is [C:19]([O:18][C:16]([NH:15][CH2:14][CH2:13][N:11]([CH2:10][C:9]([OH:23])=[O:8])[CH3:12])=[O:17])([CH3:22])([CH3:20])[CH3:21]. The yield is 1.00. (4) The reactants are [F:1][C:2]1[CH:7]=[CH:6][N:5]=[C:4]([NH:8][C:9](=[O:15])[O:10][C:11]([CH3:14])([CH3:13])[CH3:12])[C:3]=1[CH:16]=[O:17].[BH4-].[Na+]. The catalyst is CO. The product is [F:1][C:2]1[CH:7]=[CH:6][N:5]=[C:4]([NH:8][C:9](=[O:15])[O:10][C:11]([CH3:14])([CH3:12])[CH3:13])[C:3]=1[CH2:16][OH:17]. The yield is 0.950. (5) The reactants are [CH2:1]([O:3][C:4]1[CH:5]=[C:6]([CH:10]=[CH:11][C:12]=1[I:13])[C:7]([OH:9])=O)[CH3:2].C(Cl)(=O)C(Cl)=O.[NH:20]1[CH2:25][CH2:24][CH2:23][CH2:22][CH2:21]1. The catalyst is C(Cl)Cl.CN(C)C=O. The product is [CH2:1]([O:3][C:4]1[CH:5]=[C:6]([C:7]([N:20]2[CH2:25][CH2:24][CH2:23][CH2:22][CH2:21]2)=[O:9])[CH:10]=[CH:11][C:12]=1[I:13])[CH3:2]. The yield is 1.00. (6) The product is [CH3:45][O:44][N:43]([CH3:42])[C:4](=[O:6])[CH:3]([O:2][CH3:1])[C:7]1[CH:12]=[CH:11][C:10]([C:13]2[N:14]=[N:15][N:16]([CH3:18])[N:17]=2)=[CH:9][CH:8]=1. The yield is 0.420. The reactants are [CH3:1][O:2][CH:3]([C:7]1[CH:12]=[CH:11][C:10]([C:13]2[N:14]=[N:15][N:16]([CH3:18])[N:17]=2)=[CH:9][CH:8]=1)[C:4]([OH:6])=O.C(N(CC)C(C)C)(C)C.COCCN(S(F)(F)F)CCOC.Cl.[CH3:42][NH:43][O:44][CH3:45].C([O-])(O)=O.[Na+]. The catalyst is C(Cl)Cl. (7) The reactants are C(C1C=C2C(=C(F)C=1)C(=O)N(CC1C=CC(C3C=CN=C4NC(C5C=NN(C)C=5)=NC=34)=CC=1F)N=C2)(C)(C)C.Br[C:41]1[CH:59]=[CH:58][C:44]([CH2:45][NH:46][C:47]([C:49]2[O:53][N:52]=[C:51]([C:54]([CH3:57])([CH3:56])[CH3:55])[N:50]=2)=[O:48])=[C:43]([CH3:60])[CH:42]=1.[B:61]1(B2OC(C)(C)C(C)(C)O2)[O:65][C:64]([CH3:67])([CH3:66])[C:63]([CH3:69])([CH3:68])[O:62]1.C1(P(C2CCCCC2)C2C=CC=CC=2C2C(C(C)C)=CC(C(C)C)=CC=2C(C)C)CCCCC1.C([O-])(=O)C.[K+].O1CCOCC1. The catalyst is C1C=CC(/C=C/C(/C=C/C2C=CC=CC=2)=O)=CC=1.C1C=CC(/C=C/C(/C=C/C2C=CC=CC=2)=O)=CC=1.C1C=CC(/C=C/C(/C=C/C2C=CC=CC=2)=O)=CC=1.C(Cl)(Cl)Cl.[Pd].[Pd]. The product is [CH3:60][C:43]1[CH:42]=[C:41]([B:61]2[O:65][C:64]([CH3:67])([CH3:66])[C:63]([CH3:69])([CH3:68])[O:62]2)[CH:59]=[CH:58][C:44]=1[CH2:45][NH:46][C:47]([C:49]1[O:53][N:52]=[C:51]([C:54]([CH3:57])([CH3:56])[CH3:55])[N:50]=1)=[O:48]. The yield is 0.670. (8) The reactants are [Cl:1][C:2]1[CH:7]=[C:6]([Cl:8])[CH:5]=[CH:4][C:3]=1[C@H:9]1[C@H:14]([N+:15]([O-])=O)[CH2:13][C:12]([CH2:18][O:19][C:20]2[CH:21]=[C:22]([CH:27]=[CH:28][CH:29]=2)[C:23]([O:25][CH3:26])=[O:24])=[C:11]([C:30]2[CH:31]=[N:32][CH:33]=[CH:34][CH:35]=2)[CH2:10]1. The catalyst is [Zn].CO.C(O)(=O)C. The product is [NH2:15][C@@H:14]1[CH2:13][C:12]([CH2:18][O:19][C:20]2[CH:21]=[C:22]([CH:27]=[CH:28][CH:29]=2)[C:23]([O:25][CH3:26])=[O:24])=[C:11]([C:30]2[CH:31]=[N:32][CH:33]=[CH:34][CH:35]=2)[CH2:10][C@H:9]1[C:3]1[CH:4]=[CH:5][C:6]([Cl:8])=[CH:7][C:2]=1[Cl:1]. The yield is 0.760.